This data is from Full USPTO retrosynthesis dataset with 1.9M reactions from patents (1976-2016). The task is: Predict the reactants needed to synthesize the given product. (1) Given the product [F:1][C:2]([F:7])([F:6])[C:3]([OH:5])=[O:4].[F:8][C:9]([F:14])([F:13])[C:10]([OH:12])=[O:11].[Cl:22][C:23]1[CH:24]=[N:25][C:26]2[NH:27][C:28]3[CH:29]=[N:30][CH:31]=[C:32]([CH:54]=3)[CH2:33][CH2:34][C:35]3[CH:43]=[C:39]([NH:40][C:41]=1[N:42]=2)[CH:38]=[CH:37][C:36]=3[NH:44][C:45](=[O:53])[CH2:46][CH:47]1[CH2:52][CH2:51][N:50]([C:61]([C:60]2[S:59][CH:58]=[N:57][C:56]=2[CH3:55])=[O:62])[CH2:49][CH2:48]1, predict the reactants needed to synthesize it. The reactants are: [F:1][C:2]([F:7])([F:6])[C:3]([OH:5])=[O:4].[F:8][C:9]([F:14])([F:13])[C:10]([OH:12])=[O:11].FC(F)(F)C(O)=O.[Cl:22][C:23]1[CH:24]=[N:25][C:26]2[NH:27][C:28]3[CH:29]=[N:30][CH:31]=[C:32]([CH:54]=3)[CH2:33][CH2:34][C:35]3[CH:43]=[C:39]([NH:40][C:41]=1[N:42]=2)[CH:38]=[CH:37][C:36]=3[NH:44][C:45](=[O:53])[CH2:46][CH:47]1[CH2:52][CH2:51][NH:50][CH2:49][CH2:48]1.[CH3:55][C:56]1[N:57]=[CH:58][S:59][C:60]=1[C:61](O)=[O:62]. (2) Given the product [NH2:16][C:13]1[N:14]=[CH:15][C:10]([C:4]#[N:5])=[N:11][CH:12]=1, predict the reactants needed to synthesize it. The reactants are: [Cu]([C:4]#[N:5])C#N.[C-]#N.[Na+].Br[C:10]1[N:11]=[CH:12][C:13]([NH2:16])=[N:14][CH:15]=1. (3) Given the product [Cl:1][C:2]1[CH:14]=[CH:13][C:5]([O:6][C@@H:7]([CH3:12])[C:8]([OH:10])=[O:9])=[CH:4][C:3]=1[CH2:15][N:16]1[C:24]2[C:19](=[CH:20][C:21]([C:25](=[O:38])[NH:26][C@H:27]([C:29]3[CH:34]=[CH:33][CH:32]=[C:31]([CH:35]([CH3:36])[CH3:37])[CH:30]=3)[CH3:28])=[CH:22][CH:23]=2)[C:18]([CH3:39])=[C:17]1[CH3:40], predict the reactants needed to synthesize it. The reactants are: [Cl:1][C:2]1[CH:14]=[CH:13][C:5]([O:6][C@@H:7]([CH3:12])[C:8]([O:10]C)=[O:9])=[CH:4][C:3]=1[CH2:15][N:16]1[C:24]2[C:19](=[CH:20][C:21]([C:25](=[O:38])[NH:26][C@H:27]([C:29]3[CH:34]=[CH:33][CH:32]=[C:31]([CH:35]([CH3:37])[CH3:36])[CH:30]=3)[CH3:28])=[CH:22][CH:23]=2)[C:18]([CH3:39])=[C:17]1[CH3:40].O.[OH-].[Na+]. (4) The reactants are: [O:1]=[C:2]1[N:13]2[C:14]3[C:9]([CH2:10][CH2:11][CH2:12]2)=[CH:8][CH:7]=[CH:6][C:5]=3[CH:4]=[C:3]1[C:15]([O:17][CH2:18][CH3:19])=[O:16].C(O[CH2:24][C:25]([CH2:27][Si](C)(C)C)=[CH2:26])(=O)C.C(OP(OCC)OCC)C. Given the product [CH2:24]=[C:25]1[CH2:27][C@@:3]2([C:15]([O:17][CH2:18][CH3:19])=[O:16])[C:2](=[O:1])[N:13]3[CH2:12][CH2:11][CH2:10][C:9]4[CH:8]=[CH:7][CH:6]=[C:5]([C:14]3=4)[C@H:4]2[CH2:26]1, predict the reactants needed to synthesize it. (5) Given the product [O:2]1[CH:6]=[CH:5][N:4]=[C:3]1[C:7](=[O:17])[CH2:8][CH2:9][CH2:10][CH:11]1[CH2:16][CH2:15][N:14]([S:31]([C:28]2[CH:29]=[CH:30][C:25]([CH3:35])=[CH:26][CH:27]=2)(=[O:33])=[O:32])[CH2:13][CH2:12]1, predict the reactants needed to synthesize it. The reactants are: Cl.[O:2]1[CH:6]=[CH:5][N:4]=[C:3]1[C:7](=[O:17])[CH2:8][CH2:9][CH2:10][CH:11]1[CH2:16][CH2:15][NH:14][CH2:13][CH2:12]1.CCN(CC)CC.[C:25]1([CH3:35])[CH:30]=[CH:29][C:28]([S:31](Cl)(=[O:33])=[O:32])=[CH:27][CH:26]=1. (6) Given the product [O:1]1[CH2:5][CH2:4][O:3][CH:2]1[CH2:6][CH2:7][CH2:8][CH2:9][O:10][C:11]1[CH:12]=[C:13]([C:17]([OH:29])([C:23]2[CH:28]=[CH:27][CH:26]=[CH:25][CH:24]=2)[C:18]([OH:20])=[O:19])[CH:14]=[CH:15][CH:16]=1, predict the reactants needed to synthesize it. The reactants are: [O:1]1[CH2:5][CH2:4][O:3][CH:2]1[CH2:6][CH2:7][CH2:8][CH2:9][O:10][C:11]1[CH:12]=[C:13]([C:17]([OH:29])([C:23]2[CH:28]=[CH:27][CH:26]=[CH:25][CH:24]=2)[C:18]([O:20]CC)=[O:19])[CH:14]=[CH:15][CH:16]=1.[OH-].[Na+].S([O-])(O)(=O)=O.[K+].